This data is from Reaction yield outcomes from USPTO patents with 853,638 reactions. The task is: Predict the reaction yield, written as a fraction of the theoretical maximum amount of product (1.0 means a 100% yield; for example, 0.34 means a 34% yield). (1) The reactants are [C:1]([N:22]1[CH2:27][CH2:26][CH:25]([CH2:28][NH:29][C:30](=[O:37])[C:31]2[CH:36]=[CH:35][CH:34]=[N:33][CH:32]=2)[CH2:24][CH2:23]1)(=[O:21])[CH2:2][CH2:3][CH2:4]/[CH:5]=[CH:6]\[CH2:7]/[CH:8]=[CH:9]\[CH2:10]/[CH:11]=[CH:12]\[CH2:13]/[CH:14]=[CH:15]\[CH2:16]/[CH:17]=[CH:18]\[CH2:19][CH3:20].[H-].[Na+].[CH3:40]I. The catalyst is CN(C=O)C. The product is [C:1]([N:22]1[CH2:23][CH2:24][CH:25]([CH2:28][N:29]([CH3:40])[C:30](=[O:37])[C:31]2[CH:36]=[CH:35][CH:34]=[N:33][CH:32]=2)[CH2:26][CH2:27]1)(=[O:21])[CH2:2][CH2:3][CH2:4]/[CH:5]=[CH:6]\[CH2:7]/[CH:8]=[CH:9]\[CH2:10]/[CH:11]=[CH:12]\[CH2:13]/[CH:14]=[CH:15]\[CH2:16]/[CH:17]=[CH:18]\[CH2:19][CH3:20]. The yield is 0.950. (2) The yield is 0.530. The product is [Cl:1][C:2]1[CH:11]=[C:10]2[C:5]([CH:6]=[C:7]([C:15]3[C:20]([Cl:21])=[CH:19][CH:18]=[CH:17][C:16]=3[Cl:22])[C:8](=[O:25])[N:9]2[CH2:12][CH3:13])=[CH:4][N:3]=1. The reactants are [Cl:1][C:2]1[CH:11]=[C:10]2[C:5]([CH:6]=[C:7]([C:15]3[C:20]([Cl:21])=[CH:19][CH:18]=[CH:17][C:16]=3[Cl:22])[C:8](=N)[N:9]2[CH2:12][CH3:13])=[CH:4][N:3]=1.CC(OC(C)=O)=[O:25]. The catalyst is Cl. (3) The product is [CH2:2]([S:4]([N:7]1[CH2:12][CH2:11][N:10]([CH2:13][C:14]2[S:18][C:17]([NH:19][C:20](=[O:35])[N:21]([CH:22]3[CH2:27][CH2:26][N:25]([C:41](=[O:42])[C:40]4[CH:44]=[CH:45][C:37]([F:36])=[CH:38][CH:39]=4)[CH2:24][CH2:23]3)[CH:28]3[CH2:29][CH2:30][CH:31]([CH3:34])[CH2:32][CH2:33]3)=[N:16][CH:15]=2)[CH2:9][CH2:8]1)(=[O:5])=[O:6])[CH3:3]. The yield is 0.860. The reactants are Cl.[CH2:2]([S:4]([N:7]1[CH2:12][CH2:11][N:10]([CH2:13][C:14]2[S:18][C:17]([NH:19][C:20](=[O:35])[N:21]([CH:28]3[CH2:33][CH2:32][CH:31]([CH3:34])[CH2:30][CH2:29]3)[CH:22]3[CH2:27][CH2:26][NH:25][CH2:24][CH2:23]3)=[N:16][CH:15]=2)[CH2:9][CH2:8]1)(=[O:6])=[O:5])[CH3:3].[F:36][C:37]1[CH:45]=[CH:44][C:40]([C:41](Cl)=[O:42])=[CH:39][CH:38]=1. No catalyst specified. (4) The reactants are [CH:1]1([C:19]([O:21]C)=[O:20])[C:3]2([CH2:8][CH2:7][N:6]([C:9]([O:11][CH2:12][C:13]3[CH:18]=[CH:17][CH:16]=[CH:15][CH:14]=3)=[O:10])[CH2:5][CH2:4]2)[CH2:2]1.[Li+].[OH-]. The catalyst is C1COCC1.O. The product is [CH2:12]([O:11][C:9]([N:6]1[CH2:5][CH2:4][C:3]2([CH:1]([C:19]([OH:21])=[O:20])[CH2:2]2)[CH2:8][CH2:7]1)=[O:10])[C:13]1[CH:14]=[CH:15][CH:16]=[CH:17][CH:18]=1. The yield is 0.990. (5) The reactants are [NH2:1][C@@H:2]1[CH2:7][CH2:6][C@H:5]([NH:8][C:9]2[C:10]3[S:24][CH:23]=[CH:22][C:11]=3[N:12]=[C:13]([NH:15][C:16]3[CH:17]=[N:18][N:19]([CH3:21])[CH:20]=3)[N:14]=2)[CH2:4][CH2:3]1.[C:25](O)(=[O:28])[C:26]#[CH:27].C(N(CC)C(C)C)(C)C.CN(C(ON1N=NC2C=CC=CC1=2)=[N+](C)C)C.[B-](F)(F)(F)F. The catalyst is O1CCCC1. The product is [CH3:21][N:19]1[CH:20]=[C:16]([NH:15][C:13]2[N:14]=[C:9]([NH:8][C@@H:5]3[CH2:6][CH2:7][C@H:2]([NH:1][C:25](=[O:28])[C:26]#[CH:27])[CH2:3][CH2:4]3)[C:10]3[S:24][CH:23]=[CH:22][C:11]=3[N:12]=2)[CH:17]=[N:18]1. The yield is 0.0620. (6) The reactants are [CH3:1][O:2][C:3]1[CH:30]=[CH:29][CH:28]=[CH:27][C:4]=1[C:5]([C:7]1[CH:12]=[CH:11][C:10]([CH3:13])=[CH:9][C:8]=1[NH:14][C:15](=[O:26])[NH:16][C:17]1[S:18][CH:19]=[C:20]([CH2:22][C:23]([OH:25])=O)[N:21]=1)=[O:6].[CH3:31][NH2:32].C1COCC1. No catalyst specified. The product is [CH3:1][O:2][C:3]1[CH:30]=[CH:29][CH:28]=[CH:27][C:4]=1[C:5]([C:7]1[CH:12]=[CH:11][C:10]([CH3:13])=[CH:9][C:8]=1[NH:14][C:15](=[O:26])[NH:16][C:17]1[S:18][CH:19]=[C:20]([CH2:22][C:23]([NH:32][CH3:31])=[O:25])[N:21]=1)=[O:6]. The yield is 0.750. (7) The reactants are B1([C:10]2[CH:15]=[CH:14][C:13]([S:16]([NH2:19])(=[O:18])=[O:17])=[CH:12][CH:11]=2)OC(C)(C)C(C)(C)O1.I[C:21]1[C:29]2[C:24](=[N:25][CH:26]=[N:27][C:28]=2[NH2:30])[N:23]([CH:31]([CH3:33])[CH3:32])[N:22]=1.C([O-])([O-])=O.[Na+].[Na+]. The catalyst is CCO.COCCOC.C1C=CC([P]([Pd]([P](C2C=CC=CC=2)(C2C=CC=CC=2)C2C=CC=CC=2)([P](C2C=CC=CC=2)(C2C=CC=CC=2)C2C=CC=CC=2)[P](C2C=CC=CC=2)(C2C=CC=CC=2)C2C=CC=CC=2)(C2C=CC=CC=2)C2C=CC=CC=2)=CC=1. The product is [NH2:30][C:28]1[N:27]=[CH:26][N:25]=[C:24]2[N:23]([CH:31]([CH3:33])[CH3:32])[N:22]=[C:21]([C:10]3[CH:11]=[CH:12][C:13]([S:16]([NH2:19])(=[O:17])=[O:18])=[CH:14][CH:15]=3)[C:29]=12. The yield is 0.100. (8) The catalyst is C1COCC1.CO. The reactants are [CH2:1]([O:3][C:4]1[CH:5]=[C:6]([C@H:12]([N:16]2[C:24](=[O:25])[C:23]3[C:18](=[CH:19][CH:20]=[CH:21][C:22]=3[NH:26][C:27]([CH:29]3[CH2:31][CH2:30]3)=[O:28])[CH2:17]2)[CH2:13][CH2:14]O)[CH:7]=[CH:8][C:9]=1[O:10][CH3:11])[CH3:2].C1(P(C2C=CC=CC=2)C2C=CC=CC=2)C=CC=CC=1.[C:51]([OH:54])(=[S:53])[CH3:52].CC(OC(/N=N/C(OC(C)C)=O)=O)C. The product is [CH:29]1([C:27]([NH:26][C:22]2[CH:21]=[CH:20][CH:19]=[C:18]3[C:23]=2[C:24](=[O:25])[N:16]([C@@H:12]([C:6]2[CH:7]=[CH:8][C:9]([O:10][CH3:11])=[C:4]([O:3][CH2:1][CH3:2])[CH:5]=2)[CH2:13][CH2:14][S:53][C:51](=[O:54])[CH3:52])[CH2:17]3)=[O:28])[CH2:31][CH2:30]1. The yield is 0.790.